Dataset: Reaction yield outcomes from USPTO patents with 853,638 reactions. Task: Predict the reaction yield, written as a fraction of the theoretical maximum amount of product (1.0 means a 100% yield; for example, 0.34 means a 34% yield). (1) The reactants are C1(S(O)(=O)=O)C=CC=CC=1.[CH2:11]([N:18]1[CH2:22][CH:21]([OH:23])[CH:20]([OH:24])[CH2:19]1)[C:12]1[CH:17]=[CH:16][CH:15]=[CH:14][CH:13]=1.C(N(CC)CC)C.[H-].[Na+].S(O[CH2:39][CH2:40][CH2:41][CH2:42][CH2:43][CH2:44][CH2:45][CH3:46])(=O)(=O)C.C([O-])([O-])=O.[K+].[K+].S(O[C:58](=O)[CH2:59][CH2:60][CH2:61][CH2:62][CH2:63][CH2:64][CH2:65]/[CH:66]=[CH:67]\[CH2:68]/[CH:69]=[CH:70]\[CH2:71][CH2:72][CH2:73][CH2:74][CH3:75])(=O)(=O)C. The catalyst is C1(C)C=CC=CC=1.CCCCCC. The product is [CH2:11]([N:18]1[CH2:22][CH:21]([O:23][CH2:39][CH2:40][CH2:41][CH2:42][CH2:43][CH2:44][CH2:45][CH3:46])[CH:20]([O:24][CH2:58][CH2:59][CH2:60][CH2:61][CH2:62][CH2:63][CH2:64][CH2:65]/[CH:66]=[CH:67]\[CH2:68]/[CH:69]=[CH:70]\[CH2:71][CH2:72][CH2:73][CH2:74][CH3:75])[CH2:19]1)[C:12]1[CH:13]=[CH:14][CH:15]=[CH:16][CH:17]=1. The yield is 0.330. (2) The reactants are Br[C:2]1[CH:7]=[CH:6][N:5]2[CH:8]=[CH:9][N:10]=[C:4]2[CH:3]=1.[CH:11]1([N:14]2[CH2:19][C:18]3([CH2:24][CH2:23][N:22]([S:25]([C:28]4[CH:33]=[CH:32][C:31](B5OC(C)(C)C(C)(C)O5)=[CH:30][CH:29]=4)(=[O:27])=[O:26])[CH2:21][CH2:20]3)[O:17][CH2:16][C:15]2=[O:43])[CH2:13][CH2:12]1. No catalyst specified. The product is [CH:11]1([N:14]2[CH2:19][C:18]3([CH2:24][CH2:23][N:22]([S:25]([C:28]4[CH:29]=[CH:30][C:31]([C:2]5[CH:7]=[CH:6][N:5]6[CH:8]=[CH:9][N:10]=[C:4]6[CH:3]=5)=[CH:32][CH:33]=4)(=[O:26])=[O:27])[CH2:21][CH2:20]3)[O:17][CH2:16][C:15]2=[O:43])[CH2:12][CH2:13]1. The yield is 0.550. (3) The reactants are [CH:1]1([S:4]([NH:7][C:8]([C@@:10]2([NH:15][C:16]([C@@H:18]3[CH2:22][C@@H:21]([O:23][C:24]4[C:33]5[C:28](=[CH:29][CH:30]=[CH:31][CH:32]=5)[C:27]([O:34][CH3:35])=[CH:26][N:25]=4)[CH2:20][N:19]3C(OC(C)(C)C)=O)=[O:17])[CH2:12][C@H:11]2[CH:13]=[CH2:14])=[O:9])(=[O:6])=[O:5])[CH2:3][CH2:2]1.FC(F)(F)C(O)=O. The catalyst is C(Cl)Cl. The product is [CH:1]1([S:4]([NH:7][C:8]([C@@:10]2([NH:15][C:16]([C@@H:18]3[CH2:22][C@@H:21]([O:23][C:24]4[C:33]5[C:28](=[CH:29][CH:30]=[CH:31][CH:32]=5)[C:27]([O:34][CH3:35])=[CH:26][N:25]=4)[CH2:20][NH:19]3)=[O:17])[CH2:12][C@H:11]2[CH:13]=[CH2:14])=[O:9])(=[O:6])=[O:5])[CH2:2][CH2:3]1. The yield is 0.972. (4) The reactants are [NH2:1][C:2]1[CH:7]=[C:6]([Br:8])[CH:5]=[CH:4][C:3]=1[OH:9].Br[CH:11]([CH2:17]Br)[C:12]([O:14][CH2:15][CH3:16])=[O:13].C(=O)([O-])[O-].[K+].[K+]. The catalyst is CC(C)=O. The product is [CH2:15]([O:14][C:12]([CH:11]1[CH2:17][NH:1][C:2]2[CH:7]=[C:6]([Br:8])[CH:5]=[CH:4][C:3]=2[O:9]1)=[O:13])[CH3:16]. The yield is 0.780. (5) The reactants are [CH:1]1([CH2:4][O:5][C:6]2[CH:11]=[C:10]([O:12][CH2:13][CH2:14][O:15][CH3:16])[CH:9]=[CH:8][C:7]=2/[CH:17]=[CH:18]/[C:19]([O:21]CC)=[O:20])[CH2:3][CH2:2]1.[OH-].[Na+]. The yield is 0.990. The catalyst is O1CCCC1.C(O)C. The product is [CH:1]1([CH2:4][O:5][C:6]2[CH:11]=[C:10]([O:12][CH2:13][CH2:14][O:15][CH3:16])[CH:9]=[CH:8][C:7]=2/[CH:17]=[CH:18]/[C:19]([OH:21])=[O:20])[CH2:3][CH2:2]1. (6) The reactants are [CH3:1][C:2]([N:7]1[CH:11]=[C:10]([C:12]2[CH:17]=[CH:16][N:15]=[C:14]3[NH:18][CH:19]=[CH:20][C:13]=23)[CH:9]=[N:8]1)([CH3:6])[C:3](O)=[O:4].C1N=C[N:23](C(N2C=NC=C2)=O)C=1.[NH4+].[Cl-]. The catalyst is CN(C=O)C. The product is [CH3:1][C:2]([N:7]1[CH:11]=[C:10]([C:12]2[CH:17]=[CH:16][N:15]=[C:14]3[NH:18][CH:19]=[CH:20][C:13]=23)[CH:9]=[N:8]1)([CH3:6])[C:3]([NH2:23])=[O:4]. The yield is 0.260.